Dataset: Forward reaction prediction with 1.9M reactions from USPTO patents (1976-2016). Task: Predict the product of the given reaction. (1) The product is: [C:24]12([CH2:34][O:35][C:36]3[C:44]([C@@H:45]4[CH2:47][C@H:46]4[CH2:48][O:49][CH3:50])=[CH:43][C:39]([C:40]([NH:64][S:61]([CH3:60])(=[O:63])=[O:62])=[O:41])=[C:38]([F:51])[CH:37]=3)[CH2:33][CH:28]3[CH2:29][CH:30]([CH2:32][CH:26]([CH2:27]3)[CH2:25]1)[CH2:31]2. Given the reactants C12(COC3C(I)=CC(C(O)=O)=C(F)C=3)CC3CC(CC(C3)C1)C2.[C:24]12([CH2:34][O:35][C:36]3[C:44]([C@@H:45]4[CH2:47][C@H:46]4[CH2:48][O:49][CH3:50])=[CH:43][C:39]([C:40](O)=[O:41])=[C:38]([F:51])[CH:37]=3)[CH2:33][CH:28]3[CH2:29][CH:30]([CH2:32][CH:26]([CH2:27]3)[CH2:25]1)[CH2:31]2.N1(S(N)(=O)=O)CCC1.[CH3:60][S:61]([NH2:64])(=[O:63])=[O:62], predict the reaction product. (2) Given the reactants [CH2:1]([C@H:8]1[CH2:12][O:11][C:10](=[O:13])[N:9]1[C:14]([CH:16]1[CH2:20][CH2:19][CH2:18][O:17]1)=[O:15])[C:2]1[CH:7]=[CH:6][CH:5]=[CH:4][CH:3]=1.I[CH2:22][C:23]1[CH:24]=[CH:25][C:26]([O:29][CH2:30][CH2:31][C:32]2[N:33]=[C:34]([C:38]3[CH:43]=[CH:42][CH:41]=[CH:40][CH:39]=3)[O:35][C:36]=2[CH3:37])=[N:27][CH:28]=1, predict the reaction product. The product is: [CH2:1]([C@H:8]1[CH2:12][O:11][C:10](=[O:13])[N:9]1[C:14]([C:16]1([CH2:22][C:23]2[CH:28]=[N:27][C:26]([O:29][CH2:30][CH2:31][C:32]3[N:33]=[C:34]([C:38]4[CH:43]=[CH:42][CH:41]=[CH:40][CH:39]=4)[O:35][C:36]=3[CH3:37])=[CH:25][CH:24]=2)[CH2:20][CH2:19][CH2:18][O:17]1)=[O:15])[C:2]1[CH:3]=[CH:4][CH:5]=[CH:6][CH:7]=1.